Dataset: Catalyst prediction with 721,799 reactions and 888 catalyst types from USPTO. Task: Predict which catalyst facilitates the given reaction. Reactant: [Cl:1][C:2]1[CH:7]=[CH:6][CH:5]=[CH:4][C:3]=1[CH:8]([NH2:12])[CH:9]([CH3:11])[CH3:10].[I:13][C:14]1[C:22]2[C:17](=[CH:18][CH:19]=[C:20]([C:23](O)=[O:24])[CH:21]=2)[NH:16][N:15]=1.CCN(C(C)C)C(C)C.CN(C(ON1N=NC2C=CC=CC1=2)=[N+](C)C)C.[B-](F)(F)(F)F. Product: [Cl:1][C:2]1[CH:7]=[CH:6][CH:5]=[CH:4][C:3]=1[CH:8]([NH:12][C:23]([C:20]1[CH:21]=[C:22]2[C:17](=[CH:18][CH:19]=1)[NH:16][N:15]=[C:14]2[I:13])=[O:24])[CH:9]([CH3:10])[CH3:11]. The catalyst class is: 3.